From a dataset of NCI-60 drug combinations with 297,098 pairs across 59 cell lines. Regression. Given two drug SMILES strings and cell line genomic features, predict the synergy score measuring deviation from expected non-interaction effect. (1) Drug 1: CC1=CC2C(CCC3(C2CCC3(C(=O)C)OC(=O)C)C)C4(C1=CC(=O)CC4)C. Drug 2: CCC1(CC2CC(C3=C(CCN(C2)C1)C4=CC=CC=C4N3)(C5=C(C=C6C(=C5)C78CCN9C7C(C=CC9)(C(C(C8N6C)(C(=O)OC)O)OC(=O)C)CC)OC)C(=O)OC)O.OS(=O)(=O)O. Cell line: NCI-H460. Synergy scores: CSS=43.7, Synergy_ZIP=12.1, Synergy_Bliss=10.3, Synergy_Loewe=-20.9, Synergy_HSA=8.95. (2) Drug 1: C1CC(=O)NC(=O)C1N2CC3=C(C2=O)C=CC=C3N. Drug 2: CN(C)N=NC1=C(NC=N1)C(=O)N. Cell line: T-47D. Synergy scores: CSS=0.728, Synergy_ZIP=-1.19, Synergy_Bliss=-1.33, Synergy_Loewe=-1.57, Synergy_HSA=-1.49. (3) Drug 1: C1=CC(=CC=C1CCC2=CNC3=C2C(=O)NC(=N3)N)C(=O)NC(CCC(=O)O)C(=O)O. Drug 2: COC1=CC(=CC(=C1O)OC)C2C3C(COC3=O)C(C4=CC5=C(C=C24)OCO5)OC6C(C(C7C(O6)COC(O7)C8=CC=CS8)O)O. Cell line: COLO 205. Synergy scores: CSS=52.8, Synergy_ZIP=-3.08, Synergy_Bliss=-5.39, Synergy_Loewe=0.123, Synergy_HSA=2.58. (4) Drug 1: CC(CN1CC(=O)NC(=O)C1)N2CC(=O)NC(=O)C2. Drug 2: COCCOC1=C(C=C2C(=C1)C(=NC=N2)NC3=CC=CC(=C3)C#C)OCCOC.Cl. Cell line: HT29. Synergy scores: CSS=36.6, Synergy_ZIP=-5.59, Synergy_Bliss=1.55, Synergy_Loewe=-1.29, Synergy_HSA=-0.637. (5) Drug 1: CC1=C(C=C(C=C1)NC(=O)C2=CC=C(C=C2)CN3CCN(CC3)C)NC4=NC=CC(=N4)C5=CN=CC=C5. Drug 2: CS(=O)(=O)CCNCC1=CC=C(O1)C2=CC3=C(C=C2)N=CN=C3NC4=CC(=C(C=C4)OCC5=CC(=CC=C5)F)Cl. Cell line: SF-539. Synergy scores: CSS=3.20, Synergy_ZIP=-0.850, Synergy_Bliss=-5.53, Synergy_Loewe=-2.18, Synergy_HSA=-3.92. (6) Drug 1: CC1OCC2C(O1)C(C(C(O2)OC3C4COC(=O)C4C(C5=CC6=C(C=C35)OCO6)C7=CC(=C(C(=C7)OC)O)OC)O)O. Drug 2: C1=CN(C(=O)N=C1N)C2C(C(C(O2)CO)O)O.Cl. Cell line: SF-539. Synergy scores: CSS=44.5, Synergy_ZIP=-5.15, Synergy_Bliss=-1.00, Synergy_Loewe=-8.92, Synergy_HSA=3.27. (7) Drug 1: CC1=C(C(=CC=C1)Cl)NC(=O)C2=CN=C(S2)NC3=CC(=NC(=N3)C)N4CCN(CC4)CCO. Drug 2: C(CC(=O)O)C(=O)CN.Cl. Cell line: NCI-H322M. Synergy scores: CSS=16.7, Synergy_ZIP=-2.82, Synergy_Bliss=3.46, Synergy_Loewe=-1.75, Synergy_HSA=1.58.